From a dataset of Full USPTO retrosynthesis dataset with 1.9M reactions from patents (1976-2016). Predict the reactants needed to synthesize the given product. (1) The reactants are: [OH-].[K+].C([O:5][C:6]([C:8]1[CH:9]=[N:10][N:11]([C:13]2[NH:22][C:21](=[O:23])[C:20]3[C:15](=[CH:16][C:17]([N:24]([CH3:26])[CH3:25])=[CH:18][CH:19]=3)[N:14]=2)[CH:12]=1)=[O:7])C.C(OC(C1C=NN(C2NC(=O)C3C(=CC=CC=3N(C)C)N=2)C=1)=O)C.CN(C)C1C=C2C(C(=O)NC(N3C=C(C(O)=O)C=N3)=N2)=CC=1. Given the product [CH3:25][N:24]([CH3:26])[C:17]1[CH:18]=[CH:19][CH:20]=[C:15]2[C:16]=1[C:21](=[O:23])[NH:22][C:13]([N:11]1[CH:12]=[C:8]([C:6]([OH:5])=[O:7])[CH:9]=[N:10]1)=[N:14]2, predict the reactants needed to synthesize it. (2) Given the product [Cl:1][C:2]1[CH:3]=[N:4][CH:5]=[C:6]([Cl:20])[C:7]=1[S:8][C:9]1[S:13][C:12]([C:14]([NH:26][CH2:25][CH2:24][CH2:23][O:22][CH3:21])=[O:15])=[CH:11][C:10]=1[N+:17]([O-:19])=[O:18], predict the reactants needed to synthesize it. The reactants are: [Cl:1][C:2]1[CH:3]=[N:4][CH:5]=[C:6]([Cl:20])[C:7]=1[S:8][C:9]1[S:13][C:12]([C:14](Cl)=[O:15])=[CH:11][C:10]=1[N+:17]([O-:19])=[O:18].[CH3:21][O:22][CH2:23][CH2:24][CH2:25][NH2:26]. (3) The reactants are: [CH3:1][O:2][C:3]1[CH:12]=[CH:11][C:6]2[NH:7][C:8](=[O:10])[O:9][C:5]=2[CH:4]=1.[H-].[Na+].Br[CH2:16][C:17]([O:19][CH2:20][CH3:21])=[O:18].FC(F)(F)C(O)=O. Given the product [CH2:20]([O:19][C:17](=[O:18])[CH2:16][N:7]1[C:6]2[CH:11]=[CH:12][C:3]([O:2][CH3:1])=[CH:4][C:5]=2[O:9][C:8]1=[O:10])[CH3:21], predict the reactants needed to synthesize it.